Dataset: Forward reaction prediction with 1.9M reactions from USPTO patents (1976-2016). Task: Predict the product of the given reaction. (1) The product is: [ClH:22].[CH:17]12[CH2:19][CH:10]([CH2:9][NH:8][CH2:18]1)[C:11]1[CH:12]=[CH:13][C:14]([C:20]#[N:21])=[CH:15][C:16]2=1. Given the reactants C(OC([N:8]1[CH2:18][CH:17]2[CH2:19][CH:10]([C:11]3[CH:12]=[CH:13][C:14]([C:20]#[N:21])=[CH:15][C:16]=32)[CH2:9]1)=O)(C)(C)C.[ClH:22].CCOC(C)=O, predict the reaction product. (2) Given the reactants [O:1]1[C:5]2[CH:6]=[CH:7][C:8]([C:10]3[O:14][C:13]([SH:15])=[N:12][N:11]=3)=[CH:9][C:4]=2[CH2:3][CH2:2]1.[CH3:16][S:17][C:18]1[CH:25]=[CH:24][C:21]([CH2:22]Cl)=[CH:20][C:19]=1[C:26]([F:29])([F:28])[F:27], predict the reaction product. The product is: [O:1]1[C:5]2[CH:6]=[CH:7][C:8]([C:10]3[O:14][C:13]([S:15][CH2:22][C:21]4[CH:24]=[CH:25][C:18]([S:17][CH3:16])=[C:19]([C:26]([F:29])([F:27])[F:28])[CH:20]=4)=[N:12][N:11]=3)=[CH:9][C:4]=2[CH2:3][CH2:2]1. (3) Given the reactants [N+:1]([C:4]1[CH:9]=[CH:8][CH:7]=[CH:6][C:5]=1O)([O-:3])=[O:2].Br[C:12]1[O:18][C:15]([CH:16]=[O:17])=[CH:14][CH:13]=1.C([O-])([O-])=[O:20].[K+].[K+], predict the reaction product. The product is: [N+:1]([C:4]1[CH:9]=[CH:8][C:7]([O:20][C:12]2[O:18][C:15]([CH:16]=[O:17])=[CH:14][CH:13]=2)=[CH:6][CH:5]=1)([O-:3])=[O:2]. (4) Given the reactants [F:1][C:2]1[CH:9]=[CH:8][CH:7]=[CH:6][C:3]=1[CH2:4][OH:5].C(N(CC)CC)C.[CH3:17][S:18](Cl)(=[O:20])=[O:19].O, predict the reaction product. The product is: [CH3:17][S:18]([O:5][CH2:4][C:3]1[CH:6]=[CH:7][CH:8]=[CH:9][C:2]=1[F:1])(=[O:20])=[O:19]. (5) Given the reactants [CH3:1][C:2]1[CH:10]=[CH:9][CH:8]=[CH:7][C:3]=1[C:4]([OH:6])=O.[F:11][C:12]([F:40])([F:39])[C:13]([CH2:34][NH:35][CH2:36][CH2:37][CH3:38])([OH:33])[CH2:14][NH:15][C:16]1[CH:24]=[C:23]([CH3:25])[CH:22]=[C:21]2[C:17]=1[CH:18]=[N:19][N:20]2[C:26]1[CH:31]=[CH:30][C:29]([F:32])=[CH:28][CH:27]=1, predict the reaction product. The product is: [CH3:1][C:2]1[CH:10]=[CH:9][CH:8]=[CH:7][C:3]=1[C:4]([N:35]([CH2:36][CH2:37][CH3:38])[CH2:34][C:13]([CH2:14][NH:15][C:16]1[CH:24]=[C:23]([CH3:25])[CH:22]=[C:21]2[C:17]=1[CH:18]=[N:19][N:20]2[C:26]1[CH:27]=[CH:28][C:29]([F:32])=[CH:30][CH:31]=1)([OH:33])[C:12]([F:11])([F:40])[F:39])=[O:6]. (6) The product is: [C:1]([C:3]1[CH:8]=[CH:7][C:6]([N:9]2[C:13](=[O:14])[C:12]([CH3:16])([CH3:15])[N:11]([C:17]3[CH:22]=[CH:21][C:20]([C:23]4[CH:28]=[CH:27][C:26]([NH:29][CH2:30][CH2:31][CH2:32][CH2:33][O:34][CH2:35][C:36]([OH:38])=[O:37])=[CH:25][CH:24]=4)=[CH:19][CH:18]=3)[C:10]2=[S:43])=[CH:5][C:4]=1[C:44]([F:47])([F:46])[F:45])#[N:2]. Given the reactants [C:1]([C:3]1[CH:8]=[CH:7][C:6]([N:9]2[C:13](=[O:14])[C:12]([CH3:16])([CH3:15])[N:11]([C:17]3[CH:22]=[CH:21][C:20]([C:23]4[CH:28]=[CH:27][C:26]([NH:29][CH2:30][CH2:31][CH2:32][CH2:33][O:34][CH2:35][C:36]([O:38]C(C)(C)C)=[O:37])=[CH:25][CH:24]=4)=[CH:19][CH:18]=3)[C:10]2=[S:43])=[CH:5][C:4]=1[C:44]([F:47])([F:46])[F:45])#[N:2].FC(F)(F)C(O)=O, predict the reaction product.